This data is from Peptide-MHC class I binding affinity with 185,985 pairs from IEDB/IMGT. The task is: Regression. Given a peptide amino acid sequence and an MHC pseudo amino acid sequence, predict their binding affinity value. This is MHC class I binding data. (1) The peptide sequence is RPFNNILNL. The MHC is HLA-A01:01 with pseudo-sequence HLA-A01:01. The binding affinity (normalized) is 0. (2) The peptide sequence is IPQSLTSWWTSL. The MHC is H-2-Ld with pseudo-sequence H-2-Ld. The binding affinity (normalized) is 0.952. (3) The peptide sequence is RGGRAFVTI. The MHC is HLA-B45:01 with pseudo-sequence HLA-B45:01. The binding affinity (normalized) is 0.0350. (4) The peptide sequence is PSDFFYLLF. The binding affinity (normalized) is 0.0847. The MHC is HLA-A03:01 with pseudo-sequence HLA-A03:01. (5) The peptide sequence is YRHDGGNVL. The MHC is Patr-A0301 with pseudo-sequence Patr-A0301. The binding affinity (normalized) is 0. (6) The peptide sequence is SCPKPHRLNH. The MHC is HLA-A31:01 with pseudo-sequence HLA-A31:01. The binding affinity (normalized) is 0.0241. (7) The peptide sequence is AESHMDADLA. The MHC is HLA-B44:02 with pseudo-sequence HLA-B44:02. The binding affinity (normalized) is 0.335.